This data is from Reaction yield outcomes from USPTO patents with 853,638 reactions. The task is: Predict the reaction yield, written as a fraction of the theoretical maximum amount of product (1.0 means a 100% yield; for example, 0.34 means a 34% yield). The reactants are [CH:1]([C:3]1[N:11]2[C:6]([CH2:7][CH2:8][CH2:9][CH2:10]2)=[CH:5][C:4]=1[C:12]([O:14]C)=O)=O.O.[NH2:17][NH2:18]. No catalyst specified. The product is [C:12]1(=[O:14])[C:4]2[CH:5]=[C:6]3[N:11]([C:3]=2[CH:1]=[N:18][NH:17]1)[CH2:10][CH2:9][CH2:8][CH2:7]3. The yield is 0.750.